From a dataset of Reaction yield outcomes from USPTO patents with 853,638 reactions. Predict the reaction yield, written as a fraction of the theoretical maximum amount of product (1.0 means a 100% yield; for example, 0.34 means a 34% yield). (1) The product is [CH3:31][C@@:11]1([CH2:12][N:13]2[CH2:18][CH2:17][CH:16]([O:19][C:20]3[CH:25]=[CH:24][C:23]([C:26]([F:29])([F:28])[F:27])=[CH:22][CH:21]=3)[CH2:15][CH2:14]2)[O:30][C:2]2=[N:6][C:5]([N+:7]([O-:9])=[O:8])=[CH:4][N:3]2[CH2:10]1. The reactants are Cl[C:2]1[N:3]([CH2:10][C@@:11]([CH3:31])([OH:30])[CH2:12][N:13]2[CH2:18][CH2:17][CH:16]([O:19][C:20]3[CH:25]=[CH:24][C:23]([C:26]([F:29])([F:28])[F:27])=[CH:22][CH:21]=3)[CH2:15][CH2:14]2)[CH:4]=[C:5]([N+:7]([O-:9])=[O:8])[N:6]=1.[H-].[Na+].O. The catalyst is CN(C=O)C. The yield is 0.440. (2) The product is [CH2:39]([O:38][C:36](=[O:37])[NH:1][CH2:2][CH2:3][O:4][C:5]1[CH:10]=[CH:9][C:8]([NH:11][C:12](=[O:21])[C:13]2[CH:18]=[CH:17][CH:16]=[C:15]([O:19][CH3:20])[CH:14]=2)=[CH:7][C:6]=1[C:22]1[N:26]([CH3:27])[N:25]=[CH:24][CH:23]=1)[C:40]1[CH:45]=[CH:44][CH:43]=[CH:42][CH:41]=1. The yield is 0.370. The catalyst is ClCCl. The reactants are [NH2:1][CH2:2][CH2:3][O:4][C:5]1[CH:10]=[CH:9][C:8]([NH:11][C:12](=[O:21])[C:13]2[CH:18]=[CH:17][CH:16]=[C:15]([O:19][CH3:20])[CH:14]=2)=[CH:7][C:6]=1[C:22]1[N:26]([CH3:27])[N:25]=[CH:24][CH:23]=1.C(N(CC)CC)C.Cl[C:36]([O:38][CH2:39][C:40]1[CH:45]=[CH:44][CH:43]=[CH:42][CH:41]=1)=[O:37]. (3) The reactants are [C:1]([NH:4][CH2:5][C@@H:6]1[O:10][C:9](=[O:11])[N:8]([C:12]2[CH:17]=[C:16]([F:18])[C:15]([N:19]3[CH2:24][CH2:23][C:22]([O:28][P:29](=[O:32])([OH:31])[OH:30])([CH2:25][O:26][CH3:27])[CH2:21][CH2:20]3)=[C:14]([F:33])[CH:13]=2)[CH2:7]1)(=[O:3])[CH3:2].C(=O)([O-])[O-].[K+:38].[K+]. No catalyst specified. The product is [K+:38].[K+:38].[C:1]([NH:4][CH2:5][C@@H:6]1[O:10][C:9](=[O:11])[N:8]([C:12]2[CH:17]=[C:16]([F:18])[C:15]([N:19]3[CH2:24][CH2:23][C:22]([O:28][P:29](=[O:30])([O-:31])[O-:32])([CH2:25][O:26][CH3:27])[CH2:21][CH2:20]3)=[C:14]([F:33])[CH:13]=2)[CH2:7]1)(=[O:3])[CH3:2]. The yield is 0.890. (4) The reactants are [F:1][C:2]1[CH:3]=[C:4]([CH2:8][S:9][C:10]2[N:15]=[C:14]([OH:16])[CH:13]=[C:12]([CH3:17])[N:11]=2)[CH:5]=[N:6][CH:7]=1.[ClH:18].O1CCOCC1. The catalyst is CO. The yield is 0.990. The product is [ClH:18].[F:1][C:2]1[CH:3]=[C:4]([CH2:8][S:9][C:10]2[N:15]=[C:14]([OH:16])[CH:13]=[C:12]([CH3:17])[N:11]=2)[CH:5]=[N:6][CH:7]=1. (5) The reactants are [NH:1]1[CH2:6][CH:5]=[CH:4][CH2:3][CH2:2]1.[C:7](O[C:7]([O:9][C:10]([CH3:13])([CH3:12])[CH3:11])=[O:8])([O:9][C:10]([CH3:13])([CH3:12])[CH3:11])=[O:8]. The catalyst is C([O-])([O-])=O.[Na+].[Na+]. The product is [N:1]1([C:7]([O:9][C:10]([CH3:13])([CH3:12])[CH3:11])=[O:8])[CH2:2][CH:3]=[CH:4][CH2:5][CH2:6]1. The yield is 0.960. (6) The reactants are [Br:1][C:2]1[CH:7]=[CH:6][C:5]([NH:8][C:9](=[NH:20])[C:10]([C:13]2[CH:18]=[CH:17][CH:16]=[CH:15][C:14]=2[F:19])([CH3:12])[CH3:11])=[CH:4][CH:3]=1.C([O-])(O)=O.[Na+].Br[CH2:27][C:28](=O)[C:29]([O:31][CH2:32][CH3:33])=[O:30]. The catalyst is C1COCC1. The product is [Br:1][C:2]1[CH:3]=[CH:4][C:5]([N:8]2[CH:27]=[C:28]([C:29]([O:31][CH2:32][CH3:33])=[O:30])[N:20]=[C:9]2[C:10]([C:13]2[CH:18]=[CH:17][CH:16]=[CH:15][C:14]=2[F:19])([CH3:12])[CH3:11])=[CH:6][CH:7]=1. The yield is 0.670.